From a dataset of Reaction yield outcomes from USPTO patents with 853,638 reactions. Predict the reaction yield, written as a fraction of the theoretical maximum amount of product (1.0 means a 100% yield; for example, 0.34 means a 34% yield). (1) The product is [Cl:1][C:2]1[CH:8]=[C:7]([O:9][C:10]2[C:19]3[C:14](=[CH:15][C:16]([O:22][CH3:23])=[C:17]([O:20][CH3:21])[CH:18]=3)[N:13]=[CH:12][N:11]=2)[CH:6]=[CH:5][C:3]=1[NH:4][C:28](=[O:34])[O:27][CH:25]1[CH2:39][CH2:38][CH2:37][CH2:36][CH2:42][CH2:41]1. The catalyst is C(Cl)Cl.C(N(CC)CC)C.C1(C)C=CC=CC=1. The yield is 0.730. The reactants are [Cl:1][C:2]1[CH:8]=[C:7]([O:9][C:10]2[C:19]3[C:14](=[CH:15][C:16]([O:22][CH3:23])=[C:17]([O:20][CH3:21])[CH:18]=3)[N:13]=[CH:12][N:11]=2)[CH:6]=[CH:5][C:3]=1[NH2:4].Cl[C:25](Cl)([O:27][C:28](=[O:34])OC(Cl)(Cl)Cl)Cl.[CH:36]1(O)[CH2:42][CH2:41]C[CH2:39][CH2:38][CH2:37]1.C(=O)(O)[O-].[Na+]. (2) The reactants are [CH2:1]([N:8]1[CH2:13][CH2:12][C:11]2([C:21]3[C:16](=[CH:17][CH:18]=[CH:19][C:20]=3[CH:22]([OH:24])[CH3:23])[N:15](C(OC(C)(C)C)=O)[CH2:14]2)[CH2:10][CH2:9]1)[C:2]1[CH:7]=[CH:6][CH:5]=[CH:4][CH:3]=1.[ClH:32]. The catalyst is C(Cl)Cl.O1CCOCC1. The product is [ClH:32].[ClH:32].[CH2:1]([N:8]1[CH2:13][CH2:12][C:11]2([C:21]3[C:16](=[CH:17][CH:18]=[CH:19][C:20]=3[CH:22]([OH:24])[CH3:23])[NH:15][CH2:14]2)[CH2:10][CH2:9]1)[C:2]1[CH:7]=[CH:6][CH:5]=[CH:4][CH:3]=1. The yield is 1.00. (3) The catalyst is N1C=CC=CC=1. The yield is 0.840. The reactants are [C:1](Cl)(=[O:5])[C:2](Cl)=[O:3].[C:7]1([CH2:13][CH2:14][OH:15])[CH:12]=[CH:11][CH:10]=[CH:9][CH:8]=1.CC[O:18][CH2:19][CH3:20]. The product is [C:7]1([CH2:13][CH2:14][O:15][C:1](=[O:5])[C:2]([O:18][CH2:19][CH2:20][C:7]2[CH:12]=[CH:11][CH:10]=[CH:9][CH:8]=2)=[O:3])[CH:12]=[CH:11][CH:10]=[CH:9][CH:8]=1. (4) The reactants are [Cl:1][C:2]1[C:3]([NH:15][CH:16]2[CH2:21][CH2:20][N:19]([CH3:22])[CH2:18][CH2:17]2)=[CH:4][C:5]([NH:8]C(=O)C(C)(C)C)=[N:6][CH:7]=1.C([O-])([O-])=O.[Na+].[Na+]. The catalyst is Cl. The product is [Cl:1][C:2]1[C:3]([NH:15][CH:16]2[CH2:21][CH2:20][N:19]([CH3:22])[CH2:18][CH2:17]2)=[CH:4][C:5]([NH2:8])=[N:6][CH:7]=1. The yield is 0.660.